Dataset: Forward reaction prediction with 1.9M reactions from USPTO patents (1976-2016). Task: Predict the product of the given reaction. Given the reactants [Cl:1][C:2]1[C:11]2[C:6](=[CH:7][C:8]([O:14][CH2:15][CH2:16][N:17]3[CH:21]=[CH:20][N:19]=[CH:18]3)=[C:9]([O:12][CH3:13])[CH:10]=2)[N:5]=[CH:4][N:3]=1.[OH:22][C:23]1[CH:24]=[C:25]([CH:27]=[CH:28][CH:29]=1)[NH2:26], predict the reaction product. The product is: [ClH:1].[OH:22][C:23]1[CH:24]=[C:25]([CH:27]=[CH:28][CH:29]=1)[NH:26][C:2]1[C:11]2[C:6](=[CH:7][C:8]([O:14][CH2:15][CH2:16][N:17]3[CH:21]=[CH:20][N:19]=[CH:18]3)=[C:9]([O:12][CH3:13])[CH:10]=2)[N:5]=[CH:4][N:3]=1.